Dataset: CYP2C19 inhibition data for predicting drug metabolism from PubChem BioAssay. Task: Regression/Classification. Given a drug SMILES string, predict its absorption, distribution, metabolism, or excretion properties. Task type varies by dataset: regression for continuous measurements (e.g., permeability, clearance, half-life) or binary classification for categorical outcomes (e.g., BBB penetration, CYP inhibition). Dataset: cyp2c19_veith. (1) The molecule is COc1ccc(-c2nc3cnc(N4CCN(C)CC4)nc3n(C)c2=O)cc1. The result is 0 (non-inhibitor). (2) The drug is N#Cc1ccc(CN2CC[C@@]3(CCCN(S(=O)(=O)c4ccccc4)C3)C2)cc1. The result is 0 (non-inhibitor). (3) The drug is Cc1ccccc1-c1cc(N2CCN(C)CC2)ncn1. The result is 0 (non-inhibitor). (4) The drug is Cc1cc(Oc2ccccc2)nc(NCc2ccccc2)n1. The result is 1 (inhibitor). (5) The molecule is Cc1ccc(CS(=O)(=O)CCC(=O)NCCCN2CCCC2=O)cc1. The result is 0 (non-inhibitor). (6) The result is 1 (inhibitor). The drug is CCCCN(C(=O)c1c(C)[nH]c(C(=O)OCC)c1C)c1ccccc1.